From a dataset of Forward reaction prediction with 1.9M reactions from USPTO patents (1976-2016). Predict the product of the given reaction. (1) Given the reactants CC(OC([N:8](C(OC(C)(C)C)=O)[N:9]([C:17]1[C:22]([F:23])=[C:21]([N:24]2[CH2:33][CH2:32][N:31]3[C@@H:26]([CH2:27][O:28][CH2:29][CH2:30]3)[CH2:25]2)[N:20]=[C:19]([Cl:34])[N:18]=1)C(OC(C)(C)C)=O)=O)(C)C.Cl.O1CCOCC1, predict the reaction product. The product is: [Cl:34][C:19]1[N:20]=[C:21]([N:24]2[CH2:33][CH2:32][N:31]3[C@@H:26]([CH2:27][O:28][CH2:29][CH2:30]3)[CH2:25]2)[C:22]([F:23])=[C:17]([NH:9][NH2:8])[N:18]=1. (2) Given the reactants [Si:1]([O:8][CH2:9][C@@:10]1([CH3:30])[S:16][CH2:15][CH2:14][N:13]2[C:17]([C:20]3([C:23]4[CH:28]=[CH:27][C:26](Cl)=[CH:25][CH:24]=4)[CH2:22][CH2:21]3)=[N:18][N:19]=[C:12]2[CH2:11]1)([C:4]([CH3:7])([CH3:6])[CH3:5])([CH3:3])[CH3:2].[CH3:31][N:32]1[CH:36]=[C:35](B2OC(C)(C)C(C)(C)O2)[CH:34]=[N:33]1.C1(P(C2CCCCC2)C2CCCCC2)CCCCC1.P([O-])([O-])([O-])=O.[K+].[K+].[K+], predict the reaction product. The product is: [Si:1]([O:8][CH2:9][C@@:10]1([CH3:30])[S:16][CH2:15][CH2:14][N:13]2[C:17]([C:20]3([C:23]4[CH:28]=[CH:27][C:26]([C:35]5[CH:34]=[N:33][N:32]([CH3:31])[CH:36]=5)=[CH:25][CH:24]=4)[CH2:22][CH2:21]3)=[N:18][N:19]=[C:12]2[CH2:11]1)([C:4]([CH3:7])([CH3:6])[CH3:5])([CH3:3])[CH3:2].